This data is from Full USPTO retrosynthesis dataset with 1.9M reactions from patents (1976-2016). The task is: Predict the reactants needed to synthesize the given product. (1) Given the product [Cl:23][C:24]1[CH:29]=[C:28]([C:30]#[N:31])[CH:27]=[CH:26][C:25]=1[S:32]([NH:35][C:36]1[N:37]=[N:38][C:39]([Cl:44])=[CH:40][C:41]=1[OH:42])(=[O:33])=[O:34], predict the reactants needed to synthesize it. The reactants are: ClC1N=NC(NS(CC2C=C(C#N)C=CC=2Cl)(=O)=O)=C(O)C=1.[Cl:23][C:24]1[CH:29]=[C:28]([C:30]#[N:31])[CH:27]=[CH:26][C:25]=1[S:32]([NH:35][C:36]1[N:37]=[N:38][C:39]([Cl:44])=[CH:40][C:41]=1[O:42]C)(=[O:34])=[O:33].ClC1N=NC(NS(CC2C=C(C#N)C=CC=2Cl)(=O)=O)=C(OC)C=1. (2) Given the product [F:22][C:20]1[CH:19]=[CH:18][C:16]2[N:17]=[C:13]([NH:12][C:10]3[N:9]([CH3:23])[C:8]4[CH:24]=[CH:25][C:5]([C:3]([OH:4])=[O:2])=[CH:6][C:7]=4[N:11]=3)[S:14][C:15]=2[CH:21]=1, predict the reactants needed to synthesize it. The reactants are: C[O:2][C:3]([C:5]1[CH:25]=[CH:24][C:8]2[N:9]([CH3:23])[C:10]([NH:12][C:13]3[S:14][C:15]4[CH:21]=[C:20]([F:22])[CH:19]=[CH:18][C:16]=4[N:17]=3)=[N:11][C:7]=2[CH:6]=1)=[O:4].[Li+].[OH-]. (3) Given the product [CH3:3][C:2]1[O:6][C:5]([C:7]2[CH:12]=[CH:11][C:10](=[O:13])[NH:9][N:8]=2)=[N:4][CH:1]=1, predict the reactants needed to synthesize it. The reactants are: [CH2:1]([NH:4][C:5]([C:7]1[CH:12]=[CH:11][C:10](=[O:13])[NH:9][N:8]=1)=[O:6])[C:2]#[CH:3].